Dataset: Full USPTO retrosynthesis dataset with 1.9M reactions from patents (1976-2016). Task: Predict the reactants needed to synthesize the given product. (1) Given the product [ClH:1].[Cl:1][C:2]1[CH:3]=[C:4]2[C:8](=[C:9]([Cl:11])[CH:10]=1)[C:7](=[O:12])[N:6]([C:13]1[CH:18]=[CH:17][C:16]([O:19][CH3:20])=[C:15]([O:21][CH2:29][CH2:30][N:31]3[C@H:36]([CH3:37])[CH2:35][CH2:34][CH2:33][C@@H:32]3[CH3:38])[CH:14]=1)[CH2:5]2, predict the reactants needed to synthesize it. The reactants are: [Cl:1][C:2]1[CH:3]=[C:4]2[C:8](=[C:9]([Cl:11])[CH:10]=1)[C:7](=[O:12])[N:6]([C:13]1[CH:18]=[CH:17][C:16]([O:19][CH3:20])=[C:15]([OH:21])[CH:14]=1)[CH2:5]2.C([O-])([O-])=O.[K+].[K+].Cl[CH2:29][CH2:30][N:31]1[CH:36]([CH3:37])[CH2:35][CH2:34][CH2:33][CH:32]1[CH3:38]. (2) Given the product [CH2:13]([C:17]1[N:18]([CH2:34][C:35]2[CH:36]=[CH:37][C:38]([C:41]3[CH:46]=[CH:45][CH:44]=[CH:43][C:42]=3[C:47]3[NH:3][C:4](=[O:7])[O:5][N:48]=3)=[CH:39][CH:40]=2)[C:19](=[O:33])[C:20]([C:24]2[CH:25]=[CH:26][C:27]3[O:31][CH2:30][CH2:29][C:28]=3[CH:32]=2)=[C:21]([CH3:23])[N:22]=1)[CH2:14][CH2:15][CH3:16], predict the reactants needed to synthesize it. The reactants are: [Cl-].O[NH3+:3].[C:4](=[O:7])([O-])[OH:5].[Na+].CS(C)=O.[CH2:13]([C:17]1[N:18]([CH2:34][C:35]2[CH:40]=[CH:39][C:38]([C:41]3[C:42]([C:47]#[N:48])=[CH:43][CH:44]=[CH:45][CH:46]=3)=[CH:37][CH:36]=2)[C:19](=[O:33])[C:20]([C:24]2[CH:25]=[CH:26][C:27]3[O:31][CH2:30][CH2:29][C:28]=3[CH:32]=2)=[C:21]([CH3:23])[N:22]=1)[CH2:14][CH2:15][CH3:16]. (3) Given the product [NH2:9][C@@H:8]1[CH2:7][CH2:6][N:5]([C:18]([O:20][C:21]([CH3:23])([CH3:22])[CH3:24])=[O:19])[CH2:4][C@H:3]1[CH2:1][CH3:2].[CH3:26][C:25]([OH:28])=[O:27], predict the reactants needed to synthesize it. The reactants are: [CH2:1]([C@H:3]1[C@H:8]([NH:9][C@@H](C2C=CC=CC=2)C)[CH2:7][CH2:6][N:5]([C:18]([O:20][C:21]([CH3:24])([CH3:23])[CH3:22])=[O:19])[CH2:4]1)[CH3:2].[C:25]([OH:28])(=[O:27])[CH3:26]. (4) Given the product [C:1]1([C@H:7]([NH:9][CH2:10][C:12]2[CH:17]=[CH:16][C:15]([CH3:18])=[C:14]([C:19]3[CH:24]=[CH:23][C:22]([O:25][CH3:26])=[CH:21][CH:20]=3)[CH:13]=2)[CH3:8])[CH:2]=[CH:3][CH:4]=[CH:5][CH:6]=1.[C:1]1([C@H:7]([NH:9][CH2:10][C:12]2[CH:17]=[CH:16][C:15]([CH3:18])=[C:14]([C:19]3[CH:20]=[CH:21][C:22]([OH:25])=[CH:23][CH:24]=3)[CH:13]=2)[CH3:8])[CH:2]=[CH:3][CH:4]=[CH:5][CH:6]=1, predict the reactants needed to synthesize it. The reactants are: [C:1]1([C@H:7]([NH:9][C:10]([C:12]2[CH:17]=[CH:16][C:15]([CH3:18])=[C:14]([C:19]3[CH:24]=[CH:23][C:22]([O:25][CH3:26])=[CH:21][CH:20]=3)[CH:13]=2)=O)[CH3:8])[CH:6]=[CH:5][CH:4]=[CH:3][CH:2]=1.CC(C[AlH]CC(C)C)C.